Dataset: Full USPTO retrosynthesis dataset with 1.9M reactions from patents (1976-2016). Task: Predict the reactants needed to synthesize the given product. (1) Given the product [F:1][CH:2]([F:20])[O:3][C:4]1[CH:15]=[C:14]([O:16][CH:17]([CH3:18])[CH3:19])[CH:13]=[CH:12][C:5]=1[C:6]([OH:8])=[O:7], predict the reactants needed to synthesize it. The reactants are: [F:1][CH:2]([F:20])[O:3][C:4]1[CH:15]=[C:14]([O:16][CH:17]([CH3:19])[CH3:18])[CH:13]=[CH:12][C:5]=1[C:6]([O:8]C(C)C)=[O:7].[OH-].[Na+]. (2) Given the product [F:1][C:2]1[CH:7]=[C:6]([C:8]([F:10])([F:11])[F:9])[CH:5]=[CH:4][C:3]=1[CH2:12][CH2:13][NH2:14], predict the reactants needed to synthesize it. The reactants are: [F:1][C:2]1[CH:7]=[C:6]([C:8]([F:11])([F:10])[F:9])[CH:5]=[CH:4][C:3]=1[CH2:12][C:13]#[N:14]. (3) The reactants are: [CH3:1][O:2][CH2:3][CH2:4][N:5]1[CH2:9][C@@H:8]([C:10]2[CH:15]=[CH:14][CH:13]=[CH:12][CH:11]=2)[C@H:7]([NH:16][C:17](=[O:28])OC2C=CC([N+]([O-])=O)=CC=2)[CH2:6]1.[CH3:29][N:30]1[C:34]([NH2:35])=[CH:33][CH:32]=[N:31]1.CCN(C(C)C)C(C)C. Given the product [CH3:1][O:2][CH2:3][CH2:4][N:5]1[CH2:9][C@@H:8]([C:10]2[CH:11]=[CH:12][CH:13]=[CH:14][CH:15]=2)[C@H:7]([NH:16][C:17]([NH:35][C:34]2[N:30]([CH3:29])[N:31]=[CH:32][CH:33]=2)=[O:28])[CH2:6]1, predict the reactants needed to synthesize it.